The task is: Regression. Given a peptide amino acid sequence and an MHC pseudo amino acid sequence, predict their binding affinity value. This is MHC class II binding data.. This data is from Peptide-MHC class II binding affinity with 134,281 pairs from IEDB. (1) The peptide sequence is TLWQRPVVTIKIGGQLKEAL. The MHC is HLA-DQA10501-DQB10201 with pseudo-sequence HLA-DQA10501-DQB10201. The binding affinity (normalized) is 0.117. (2) The peptide sequence is VQKGSDPKKL. The MHC is DRB1_1101 with pseudo-sequence DRB1_1101. The binding affinity (normalized) is 0. (3) The binding affinity (normalized) is 0.501. The peptide sequence is IKCSDHYLCLRCLNV. The MHC is DRB1_0101 with pseudo-sequence DRB1_0101. (4) The peptide sequence is TLTYRMLEPTRVVNW. The MHC is DRB3_0101 with pseudo-sequence DRB3_0101. The binding affinity (normalized) is 0.787. (5) The MHC is HLA-DQA10301-DQB10302 with pseudo-sequence HLA-DQA10301-DQB10302. The peptide sequence is YEDAKSPLTASKLTY. The binding affinity (normalized) is 0.192. (6) The binding affinity (normalized) is 0.479. The MHC is DRB1_0101 with pseudo-sequence DRB1_0101. The peptide sequence is FMDIWTYNAELLVLLDNE.